From a dataset of Reaction yield outcomes from USPTO patents with 853,638 reactions. Predict the reaction yield, written as a fraction of the theoretical maximum amount of product (1.0 means a 100% yield; for example, 0.34 means a 34% yield). (1) The reactants are [CH2:1]([NH:8][CH3:9])[C:2]1[CH:7]=[CH:6][CH:5]=[CH:4][CH:3]=1.C(=O)([O-])[O-].[K+].[K+].Br[CH2:17][CH2:18][CH2:19][CH2:20][CH2:21][CH2:22][CH2:23][CH2:24][OH:25]. The catalyst is C(#N)C. The product is [CH2:1]([N:8]([CH2:17][CH2:18][CH2:19][CH2:20][CH2:21][CH2:22][CH2:23][CH2:24][OH:25])[CH3:9])[C:2]1[CH:7]=[CH:6][CH:5]=[CH:4][CH:3]=1. The yield is 0.790. (2) The reactants are [Br:1][C:2]1[C:10]2[C:5](=[CH:6][CH:7]=[C:8]([C:11]([NH2:13])=O)[CH:9]=2)[N:4]([CH:14]2[CH2:19][CH2:18][CH2:17][CH2:16][O:15]2)[N:3]=1.COC(OC)[N:23]([CH3:25])C.C(O)(=O)C.[NH2:32]N. The catalyst is O. The product is [NH:23]1[CH:25]=[N:32][C:11]([C:8]2[CH:9]=[C:10]3[C:5](=[CH:6][CH:7]=2)[N:4]([CH:14]2[CH2:19][CH2:18][CH2:17][CH2:16][O:15]2)[N:3]=[C:2]3[Br:1])=[N:13]1. The yield is 0.930. (3) The reactants are [OH:1][C:2]1[C:7]([CH3:8])=[CH:6][C:5]([C:9]2[CH:14]=[CH:13][C:12]([C:15]([O:17][CH3:18])=[O:16])=[C:11]([CH:19]([CH3:21])[CH3:20])[CH:10]=2)=[CH:4][C:3]=1[CH3:22].C(=O)([O-])[O-].[K+].[K+].[CH2:29]([CH:31]1[O:33][CH2:32]1)Br. The catalyst is CN(C)C=O.C(OCC)(=O)C. The product is [CH:19]([C:11]1[CH:10]=[C:9]([C:5]2[CH:4]=[C:3]([CH3:22])[C:2]([O:1][CH2:29][CH:31]3[CH2:32][O:33]3)=[C:7]([CH3:8])[CH:6]=2)[CH:14]=[CH:13][C:12]=1[C:15]([O:17][CH3:18])=[O:16])([CH3:20])[CH3:21]. The yield is 0.840. (4) The reactants are [O:1]=[C:2]1[CH2:7][CH2:6][N:5]([C:8]([O:10][C:11]([CH3:14])([CH3:13])[CH3:12])=[O:9])[CH2:4][CH:3]1[C:15]([O:17][CH3:18])=[O:16].[BH4-].[Na+]. The catalyst is CO. The product is [OH:1][CH:2]1[CH2:7][CH2:6][N:5]([C:8]([O:10][C:11]([CH3:12])([CH3:13])[CH3:14])=[O:9])[CH2:4][CH:3]1[C:15]([O:17][CH3:18])=[O:16]. The yield is 0.900. (5) The reactants are [NH2:1][C@@H:2]([C:6]([SH:9])([CH3:8])[CH3:7])[C:3]([OH:5])=[O:4].[CH2:10]([O:17][C:18](ON1C(=O)CCC1=O)=[O:19])[C:11]1[CH:16]=[CH:15][CH:14]=[CH:13][CH:12]=1.CCN(C(C)C)C(C)C. The catalyst is CO. The product is [CH2:10]([O:17][C:18]([NH:1][C@@H:2]([C:6]([SH:9])([CH3:8])[CH3:7])[C:3]([OH:5])=[O:4])=[O:19])[C:11]1[CH:16]=[CH:15][CH:14]=[CH:13][CH:12]=1. The yield is 0.497. (6) The reactants are [OH:1][C:2]1[N:3]=[C:4]([CH3:24])[NH:5][C:6](=[O:23])[C:7]=1[CH2:8][C:9]1[CH:14]=[CH:13][C:12]([C:15]2[C:16]([C:21]#[N:22])=[CH:17][CH:18]=[CH:19][CH:20]=2)=[CH:11][CH:10]=1.C(=O)([O-])[O-].[Cs+].[Cs+].S(OCC)(O[CH2:35][CH3:36])(=O)=O.CN(C)C=O. The catalyst is C(OCC)(=O)C. The product is [CH2:35]([O:1][C:2]1[N:3]=[C:4]([CH3:24])[NH:5][C:6](=[O:23])[C:7]=1[CH2:8][C:9]1[CH:10]=[CH:11][C:12]([C:15]2[C:16]([C:21]#[N:22])=[CH:17][CH:18]=[CH:19][CH:20]=2)=[CH:13][CH:14]=1)[CH3:36]. The yield is 0.160. (7) The reactants are BrCCBr.C[Si](Cl)(C)C.[CH3:10][O:11][C:12](=[O:21])/[C:13](/I)=[CH:14]\[CH:15]1[CH2:19][CH2:18][CH2:17][CH2:16]1.C1(P(C2C=CC=CC=2)C2C=CC=CC=2)C=CC=CC=1.[F:41][C:42]1[CH:47]=[C:46](I)[CH:45]=[CH:44][C:43]=1[N:49]1[C:53]([CH3:54])=[N:52][N:51]=[N:50]1.[Cl-].[NH4+]. The catalyst is O1CCCC1.[Zn].C1C=CC(/C=C/C(/C=C/C2C=CC=CC=2)=O)=CC=1.C1C=CC(/C=C/C(/C=C/C2C=CC=CC=2)=O)=CC=1.[Pd]. The product is [CH3:10][O:11][C:12](=[O:21])/[C:13](/[C:46]1[CH:45]=[CH:44][C:43]([N:49]2[C:53]([CH3:54])=[N:52][N:51]=[N:50]2)=[C:42]([F:41])[CH:47]=1)=[CH:14]/[CH:15]1[CH2:19][CH2:18][CH2:17][CH2:16]1. The yield is 0.680. (8) The reactants are Cl[C:2]1[CH:3]=[CH:4][C:5]2[C:6](=[O:28])[N:7]([C:16]3[C:21]([CH:22]([CH3:24])[CH3:23])=[CH:20][CH:19]=[CH:18][C:17]=3[CH:25]([CH3:27])[CH3:26])[C:8](=[O:15])[C:9]3[C:14]=2[C:13]=1[CH:12]=[CH:11][CH:10]=3.[CH3:29][O:30][C:31]1[CH:36]=[CH:35][C:34]([OH:37])=[C:33]([N+:38]([O-:40])=[O:39])[CH:32]=1.C([O-])([O-])=O.[K+].[K+].Cl. The catalyst is CN1CCCC1=O.C(O)(=O)C. The product is [CH:25]([C:17]1[CH:18]=[CH:19][CH:20]=[C:21]([CH:22]([CH3:24])[CH3:23])[C:16]=1[N:7]1[C:6](=[O:28])[C:11]2[CH:12]=[CH:13][C:2]([O:37][C:34]3[CH:35]=[CH:36][C:31]([O:30][CH3:29])=[CH:32][C:33]=3[N+:38]([O-:40])=[O:39])=[C:3]3[C:10]=2[C:9](=[CH:14][CH:5]=[CH:4]3)[C:8]1=[O:15])([CH3:27])[CH3:26]. The yield is 0.870.